This data is from Full USPTO retrosynthesis dataset with 1.9M reactions from patents (1976-2016). The task is: Predict the reactants needed to synthesize the given product. (1) Given the product [CH2:7]([O:14][C:15]1[CH:16]=[C:17]([CH:31]=[CH:32][CH:33]=1)[C:18]([NH:20][C:21]1[CH:26]=[CH:25][CH:24]=[CH:23][C:22]=1[S:27]([NH:30][C:34](=[O:41])[C:35]1[CH:40]=[CH:39][CH:38]=[CH:37][CH:36]=1)(=[O:29])=[O:28])=[O:19])[C:8]1[CH:9]=[CH:10][CH:11]=[CH:12][CH:13]=1, predict the reactants needed to synthesize it. The reactants are: CC(C)([O-])C.[K+].[CH2:7]([O:14][C:15]1[CH:16]=[C:17]([CH:31]=[CH:32][CH:33]=1)[C:18]([NH:20][C:21]1[CH:26]=[CH:25][CH:24]=[CH:23][C:22]=1[S:27]([NH2:30])(=[O:29])=[O:28])=[O:19])[C:8]1[CH:13]=[CH:12][CH:11]=[CH:10][CH:9]=1.[C:34](Cl)(=[O:41])[C:35]1[CH:40]=[CH:39][CH:38]=[CH:37][CH:36]=1.[Cl-].[NH4+]. (2) Given the product [CH2:23]([O:7][C:6](=[O:8])[C:5]1[CH:9]=[CH:10][C:2]([F:1])=[C:3]([OH:11])[CH:4]=1)[CH3:24], predict the reactants needed to synthesize it. The reactants are: [F:1][C:2]1[CH:10]=[CH:9][C:5]([C:6]([OH:8])=[O:7])=[CH:4][C:3]=1[OH:11].S(=O)(=O)(O)O.O.C(=O)(O)[O-].[Na+].[CH3:23][CH2:24]O. (3) Given the product [Cl:1][C:2]1[S:3][C:4]([Cl:21])=[CH:5][C:6]=1[S:7]([NH:10][C:11]1[CH:19]=[CH:18][C:14]([C:15]([O:17][CH2:43][CH2:42][O:41][CH3:40])=[O:16])=[C:13]([OH:20])[CH:12]=1)(=[O:9])=[O:8], predict the reactants needed to synthesize it. The reactants are: [Cl:1][C:2]1[S:3][C:4]([Cl:21])=[CH:5][C:6]=1[S:7]([NH:10][C:11]1[CH:19]=[CH:18][C:14]([C:15]([OH:17])=[O:16])=[C:13]([OH:20])[CH:12]=1)(=[O:9])=[O:8].C(N1C=CN=C1)(N1C=CN=C1)=O.N1C=CC=CC=1.[CH3:40][O:41][CH2:42][CH2:43]O.C(O)(C(F)(F)F)=O. (4) Given the product [CH3:34][C:32]1[C:31](=[O:35])[O:30][CH:29]([O:25]/[CH:23]=[C:9]2/[C:8](=[O:14])[N:7]([C:1]3[CH:2]=[CH:3][CH:4]=[CH:5][CH:6]=3)[CH2:13][CH2:12][CH2:11][CH2:10]/2)[CH:33]=1, predict the reactants needed to synthesize it. The reactants are: [C:1]1([N:7]2[CH2:13][CH2:12][CH2:11][CH2:10][CH2:9][C:8]2=[O:14])[CH:6]=[CH:5][CH:4]=[CH:3][CH:2]=1.[Li+].CC([N-]C(C)C)C.[CH2:23]([O:25]C=O)C.Cl[CH:29]1[CH:33]=[C:32]([CH3:34])[C:31](=[O:35])[O:30]1. (5) Given the product [Cl:1][C:2]1[N:3]=[C:4]([NH:22][C:23]2[CH:24]=[C:25]([CH:29]=[CH:30][CH:31]=2)[C:26]([NH2:28])=[O:27])[C:5]2[CH:10]=[CH:9][N:8]([S:11]([C:14]3[CH:20]=[CH:19][C:17]([CH3:18])=[CH:16][CH:15]=3)(=[O:13])=[O:12])[C:6]=2[N:7]=1, predict the reactants needed to synthesize it. The reactants are: [Cl:1][C:2]1[N:3]=[C:4](Cl)[C:5]2[CH:10]=[CH:9][N:8]([S:11]([C:14]3[CH:20]=[CH:19][C:17]([CH3:18])=[CH:16][CH:15]=3)(=[O:13])=[O:12])[C:6]=2[N:7]=1.[NH2:22][C:23]1[CH:24]=[C:25]([CH:29]=[CH:30][CH:31]=1)[C:26]([NH2:28])=[O:27].C(N(CC)CC)C. (6) Given the product [Cl:15][C:16]1[C:17](=[O:18])[N:11]=[C:9]([C:4]2[CH:5]=[CH:6][CH:7]=[CH:8][C:3]=2[O:2][CH3:1])[NH:10][C:22]=1[CH3:23], predict the reactants needed to synthesize it. The reactants are: [CH3:1][O:2][C:3]1[CH:8]=[CH:7][CH:6]=[CH:5][C:4]=1[C:9](=[NH:11])[NH2:10].C[O-].[Na+].[Cl:15][CH:16]([C:22](=O)[CH3:23])[C:17](OCC)=[O:18]. (7) Given the product [C:1]([O:5][C:6]([N:8]1[CH2:9][CH2:10][CH:11]([C:14]2[CH:19]=[CH:18][CH:17]=[C:16]([C:20]3[CH:29]=[CH:28][C:27]4[C:26]([CH3:31])([CH3:30])[CH2:25][CH2:24][C:23]([CH3:33])([CH3:32])[C:22]=4[CH:21]=3)[N:15]=2)[CH2:12][CH2:13]1)=[O:7])([CH3:4])([CH3:2])[CH3:3], predict the reactants needed to synthesize it. The reactants are: [C:1]([O:5][C:6]([N:8]1[CH2:13][CH:12]=[C:11]([C:14]2[CH:19]=[CH:18][CH:17]=[C:16]([C:20]3[CH:29]=[CH:28][C:27]4[C:26]([CH3:31])([CH3:30])[CH2:25][CH2:24][C:23]([CH3:33])([CH3:32])[C:22]=4[CH:21]=3)[N:15]=2)[CH2:10][CH2:9]1)=[O:7])([CH3:4])([CH3:3])[CH3:2]. (8) Given the product [CH3:19][O:1][CH:2]1[CH2:18][CH2:17][N:5]2[C:6](=[O:16])[C:7]3[C:12]([CH:4]2[CH2:3]1)=[C:11]([N+:13]([O-:15])=[O:14])[CH:10]=[CH:9][CH:8]=3, predict the reactants needed to synthesize it. The reactants are: [OH:1][CH:2]1[CH2:18][CH2:17][N:5]2[C:6](=[O:16])[C:7]3[C:12]([CH:4]2[CH2:3]1)=[C:11]([N+:13]([O-:15])=[O:14])[CH:10]=[CH:9][CH:8]=3.[CH3:19]I. (9) The reactants are: [Cl:1][C:2]1[CH:3]=[C:4]2[C:8](=[C:9]([CH2:11]O)[CH:10]=1)[N:7]([CH2:13][CH:14]([CH3:16])[CH3:15])[N:6]=[CH:5]2.C[CH2:18][N:19](C(C)C)C(C)C.CS(OS(C)(=O)=O)(=O)=O. Given the product [Cl:1][C:2]1[CH:3]=[C:4]2[C:8](=[C:9]([CH2:11][C:18]#[N:19])[CH:10]=1)[N:7]([CH2:13][CH:14]([CH3:16])[CH3:15])[N:6]=[CH:5]2, predict the reactants needed to synthesize it. (10) Given the product [Br:24][CH2:20][C:30]1[CH:29]=[CH:28][N:27]=[C:26]([Cl:25])[CH:31]=1, predict the reactants needed to synthesize it. The reactants are: C1(P(C2C=CC=CC=2)C2C=CC=CC=2)C=CC=CC=1.[C:20]([Br:24])(Br)(Br)Br.[Cl:25][C:26]1[CH:31]=[C:30](CO)[CH:29]=[CH:28][N:27]=1.